This data is from Reaction yield outcomes from USPTO patents with 853,638 reactions. The task is: Predict the reaction yield, written as a fraction of the theoretical maximum amount of product (1.0 means a 100% yield; for example, 0.34 means a 34% yield). (1) The reactants are [OH:1][C@H:2]1[CH2:7][CH2:6][C@H:5]([N:8]2[C:13](=[O:14])[C:12]([CH2:15][C:16]3[CH:21]=[CH:20][C:19]([C:22]4[C:23]([C:28]#[N:29])=[CH:24][CH:25]=[CH:26][CH:27]=4)=[CH:18][C:17]=3[O:30][CH3:31])=[C:11]([CH2:32][CH2:33][CH3:34])[N:10]3[N:35]=[CH:36][CH:37]=[C:9]23)[CH2:4][CH2:3]1.[N+](=[CH:40][C:41]([O:43][CH2:44][CH3:45])=[O:42])=[N-].C(OCC)(=O)C.O. The catalyst is C(Cl)Cl.C([O-])(=O)C.[Rh+3].C([O-])(=O)C.C([O-])(=O)C. The product is [CH2:44]([O:43][C:41](=[O:42])[CH2:40][O:1][C@H:2]1[CH2:3][CH2:4][C@H:5]([N:8]2[C:13](=[O:14])[C:12]([CH2:15][C:16]3[CH:21]=[CH:20][C:19]([C:22]4[CH:27]=[CH:26][CH:25]=[CH:24][C:23]=4[C:28]#[N:29])=[CH:18][C:17]=3[O:30][CH3:31])=[C:11]([CH2:32][CH2:33][CH3:34])[N:10]3[N:35]=[CH:36][CH:37]=[C:9]23)[CH2:6][CH2:7]1)[CH3:45]. The yield is 0.470. (2) The reactants are Br[CH2:2][C:3](Br)=[O:4].[I:6][C:7]1[CH:13]=[CH:12][C:10]([NH2:11])=[CH:9][CH:8]=1.CCN(CC)CC.[NH:21]1[CH2:26][CH2:25][O:24][CH2:23][CH2:22]1. The catalyst is C1C=CC=CC=1.CCOC(C)=O. The product is [I:6][C:7]1[CH:13]=[CH:12][C:10]([NH:11][C:3](=[O:4])[CH2:2][N:21]2[CH2:26][CH2:25][O:24][CH2:23][CH2:22]2)=[CH:9][CH:8]=1. The yield is 0.910. (3) The reactants are C(O[CH2:9][CH3:10])(OCC)OCC.[NH:11]([C:13]1[N:14]=[C:15]2[CH:21]=[CH:20][N:19]([S:22]([C:25]3[CH:31]=[CH:30][C:28]([CH3:29])=[CH:27][CH:26]=3)(=[O:24])=[O:23])[C:16]2=[N:17]C=1)[NH2:12]. The catalyst is CN(C=O)C. The product is [S:22]([N:19]1[C:16]2[N:17]=[CH:9][C:10]3[N:14]([CH:13]=[N:11][N:12]=3)[C:15]=2[CH:21]=[CH:20]1)([C:25]1[CH:26]=[CH:27][C:28]([CH3:29])=[CH:30][CH:31]=1)(=[O:24])=[O:23]. The yield is 0.730. (4) The reactants are [H-].[Na+].[CH3:3][O:4][N:5]([CH3:22])[C:6]([CH:8]1[CH2:13][CH2:12][CH2:11][CH:10]([NH:14][C:15](=[O:21])[O:16][C:17]([CH3:20])([CH3:19])[CH3:18])[CH2:9]1)=[O:7].[CH3:23]I.O. The catalyst is C1COCC1. The product is [CH3:3][O:4][N:5]([CH3:22])[C:6]([CH:8]1[CH2:13][CH2:12][CH2:11][CH:10]([N:14]([CH3:23])[C:15](=[O:21])[O:16][C:17]([CH3:19])([CH3:18])[CH3:20])[CH2:9]1)=[O:7]. The yield is 0.930.